This data is from Forward reaction prediction with 1.9M reactions from USPTO patents (1976-2016). The task is: Predict the product of the given reaction. (1) Given the reactants [O:1]=[C:2]1[C:7]2[S:8][CH:9]=[C:10]([S:11](Cl)(=[O:13])=[O:12])[C:6]=2[CH2:5][CH2:4][CH2:3]1.Cl.[NH2:16][CH2:17][CH:18]([C:20]1[CH:25]=[CH:24][C:23]([F:26])=[CH:22][C:21]=1[F:27])[OH:19], predict the reaction product. The product is: [F:27][C:21]1[CH:22]=[C:23]([F:26])[CH:24]=[CH:25][C:20]=1[CH:18]([OH:19])[CH2:17][NH:16][S:11]([C:10]1[C:6]2[CH2:5][CH2:4][CH2:3][C:2](=[O:1])[C:7]=2[S:8][CH:9]=1)(=[O:13])=[O:12]. (2) Given the reactants [C:1]([C:5]1[CH:10]=[CH:9][C:8]([S:11]([N:14]2[C:20]3[CH:21]=[C:22]([C:25](=[N:27][OH:28])[NH2:26])[CH:23]=[CH:24][C:19]=3[NH:18][C:17]3[N:29]=[C:30]([C:33]([F:36])([F:35])[F:34])[CH:31]=[CH:32][C:16]=3[CH2:15]2)(=[O:13])=[O:12])=[CH:7][CH:6]=1)([CH3:4])([CH3:3])[CH3:2].[CH2:37]([O:44]CC(O)=O)[C:38]1C=CC=CC=1.CCN(C(C)C)C(C)C.C1C=CC2N(O)N=NC=2C=1.CC(C)N=C=NC(C)C, predict the reaction product. The product is: [C:1]([C:5]1[CH:6]=[CH:7][C:8]([S:11]([N:14]2[C:20]3[CH:21]=[C:22]([C:25]4[N:26]=[C:38]([CH2:37][OH:44])[O:28][N:27]=4)[CH:23]=[CH:24][C:19]=3[NH:18][C:17]3[N:29]=[C:30]([C:33]([F:35])([F:36])[F:34])[CH:31]=[CH:32][C:16]=3[CH2:15]2)(=[O:13])=[O:12])=[CH:9][CH:10]=1)([CH3:4])([CH3:2])[CH3:3]. (3) Given the reactants [CH3:1][C:2]1[N:3]=[CH:4][N:5]([C:7]2[CH:14]=[CH:13][C:12]([N+:15]([O-])=O)=[CH:11][C:8]=2[C:9]#[N:10])[CH:6]=1, predict the reaction product. The product is: [NH2:15][C:12]1[CH:13]=[CH:14][C:7]([N:5]2[CH:6]=[C:2]([CH3:1])[N:3]=[CH:4]2)=[C:8]([CH:11]=1)[C:9]#[N:10]. (4) Given the reactants N1C(C)=CC=CC=1C.[C:9]([NH:12][C:13]1[CH:18]=[CH:17][C:16]([S:19](Cl)(=[O:21])=[O:20])=[CH:15][CH:14]=1)(=[O:11])[CH3:10].C(=O)([O-])[O-].[K+].[K+].[CH3:29][CH:30]1[NH:35][CH:34]([CH3:36])[CH2:33][N:32]([CH2:37][C:38]([NH:40][C:41]2[CH:46]=[CH:45][CH:44]=[CH:43][C:42]=2[CH3:47])=[O:39])[CH2:31]1, predict the reaction product. The product is: [C:9]([NH:12][C:13]1[CH:18]=[CH:17][C:16]([S:19]([N:35]2[C@@H:30]([CH3:29])[CH2:31][N:32]([CH2:37][C:38]([NH:40][C:41]3[CH:46]=[CH:45][CH:44]=[CH:43][C:42]=3[CH3:47])=[O:39])[CH2:33][C@H:34]2[CH3:36])(=[O:21])=[O:20])=[CH:15][CH:14]=1)(=[O:11])[CH3:10]. (5) Given the reactants [Br:1][C:2]1[CH:3]=[C:4]2[C:9](=[CH:10][CH:11]=1)[N:8]=[C:7]([Cl:12])[C:6]([CH2:13][C:14]([F:17])([F:16])[F:15])=[C:5]2Cl.[CH3:19][O-:20].[Na+], predict the reaction product. The product is: [Br:1][C:2]1[CH:3]=[C:4]2[C:9](=[CH:10][CH:11]=1)[N:8]=[C:7]([Cl:12])[C:6]([CH2:13][C:14]([F:17])([F:16])[F:15])=[C:5]2[O:20][CH3:19]. (6) Given the reactants Cl.[NH2:2][CH2:3][C:4](=[O:6])[CH3:5].C(N(CC)CC)C.[Cl:14][C:15]1[CH:20]=[CH:19][N:18]=[C:17]2[CH:21]=[C:22]([C:24](Cl)=[O:25])[S:23][C:16]=12, predict the reaction product. The product is: [O:6]=[C:4]([CH3:5])[CH2:3][NH:2][C:24]([C:22]1[S:23][C:16]2[C:17](=[N:18][CH:19]=[CH:20][C:15]=2[Cl:14])[CH:21]=1)=[O:25]. (7) Given the reactants [Br:1][C:2]1[N:7]=[CH:6][C:5]2[C:8](I)=[N:9][N:10]([CH:11]([CH3:13])[CH3:12])[C:4]=2[CH:3]=1.[CH3:15][N:16]1[CH2:20][CH2:19][NH:18][C:17]1=[O:21].C1(P(C2C=CC=CC=2)C2C3OC4C(=CC=CC=4P(C4C=CC=CC=4)C4C=CC=CC=4)C(C)(C)C=3C=CC=2)C=CC=CC=1.C(=O)([O-])[O-].[Cs+].[Cs+], predict the reaction product. The product is: [Br:1][C:2]1[N:7]=[CH:6][C:5]2[C:8]([N:18]3[CH2:19][CH2:20][N:16]([CH3:15])[C:17]3=[O:21])=[N:9][N:10]([CH:11]([CH3:13])[CH3:12])[C:4]=2[CH:3]=1. (8) Given the reactants C(OC(=O)[NH:7][C:8]1[CH:13]=[CH:12][C:11]([C:14]2C=C[CH:17]=[CH:16][C:15]=2F)=[CH:10][C:9]=1[NH:21][C:22](=[O:34])[CH2:23][C:24]([C:26]1[CH:31]=[CH:30][CH:29]=[C:28]([C:32]#[N:33])[CH:27]=1)=O)(C)(C)C.[C:36](O)([C:38]([F:41])(F)F)=O, predict the reaction product. The product is: [F:41][C:38]1[CH:36]=[CH:17][CH:16]=[CH:15][C:14]=1[C:11]1[CH:12]=[CH:13][C:8]2[N:7]=[C:24]([C:26]3[CH:27]=[C:28]([CH:29]=[CH:30][CH:31]=3)[C:32]#[N:33])[CH2:23][C:22](=[O:34])[NH:21][C:9]=2[CH:10]=1.